Dataset: NCI-60 drug combinations with 297,098 pairs across 59 cell lines. Task: Regression. Given two drug SMILES strings and cell line genomic features, predict the synergy score measuring deviation from expected non-interaction effect. (1) Drug 1: C1CC(=O)NC(=O)C1N2CC3=C(C2=O)C=CC=C3N. Drug 2: CC(C1=C(C=CC(=C1Cl)F)Cl)OC2=C(N=CC(=C2)C3=CN(N=C3)C4CCNCC4)N. Cell line: OVCAR3. Synergy scores: CSS=0.567, Synergy_ZIP=1.05, Synergy_Bliss=0.518, Synergy_Loewe=-1.43, Synergy_HSA=-1.93. (2) Drug 2: CN1C(=O)N2C=NC(=C2N=N1)C(=O)N. Cell line: SF-539. Synergy scores: CSS=3.20, Synergy_ZIP=-2.03, Synergy_Bliss=-2.10, Synergy_Loewe=-3.48, Synergy_HSA=-2.25. Drug 1: CS(=O)(=O)C1=CC(=C(C=C1)C(=O)NC2=CC(=C(C=C2)Cl)C3=CC=CC=N3)Cl. (3) Drug 1: C1=CC=C(C=C1)NC(=O)CCCCCCC(=O)NO. Drug 2: N.N.Cl[Pt+2]Cl. Cell line: NCIH23. Synergy scores: CSS=60.9, Synergy_ZIP=2.90, Synergy_Bliss=2.75, Synergy_Loewe=1.35, Synergy_HSA=3.93. (4) Drug 1: CCC1(CC2CC(C3=C(CCN(C2)C1)C4=CC=CC=C4N3)(C5=C(C=C6C(=C5)C78CCN9C7C(C=CC9)(C(C(C8N6C=O)(C(=O)OC)O)OC(=O)C)CC)OC)C(=O)OC)O.OS(=O)(=O)O. Drug 2: C#CCC(CC1=CN=C2C(=N1)C(=NC(=N2)N)N)C3=CC=C(C=C3)C(=O)NC(CCC(=O)O)C(=O)O. Cell line: TK-10. Synergy scores: CSS=54.8, Synergy_ZIP=2.52, Synergy_Bliss=-1.51, Synergy_Loewe=-9.05, Synergy_HSA=-1.46. (5) Synergy scores: CSS=31.9, Synergy_ZIP=2.12, Synergy_Bliss=3.73, Synergy_Loewe=-13.1, Synergy_HSA=3.43. Drug 1: CC1=C(N=C(N=C1N)C(CC(=O)N)NCC(C(=O)N)N)C(=O)NC(C(C2=CN=CN2)OC3C(C(C(C(O3)CO)O)O)OC4C(C(C(C(O4)CO)O)OC(=O)N)O)C(=O)NC(C)C(C(C)C(=O)NC(C(C)O)C(=O)NCCC5=NC(=CS5)C6=NC(=CS6)C(=O)NCCC[S+](C)C)O. Cell line: CAKI-1. Drug 2: C1CN(P(=O)(OC1)NCCCl)CCCl. (6) Drug 1: CC1=CC2C(CCC3(C2CCC3(C(=O)C)OC(=O)C)C)C4(C1=CC(=O)CC4)C. Drug 2: CN(C(=O)NC(C=O)C(C(C(CO)O)O)O)N=O. Cell line: PC-3. Synergy scores: CSS=-4.76, Synergy_ZIP=-0.184, Synergy_Bliss=-4.06, Synergy_Loewe=-7.34, Synergy_HSA=-7.21. (7) Drug 1: CC1=C2C(C(=O)C3(C(CC4C(C3C(C(C2(C)C)(CC1OC(=O)C(C(C5=CC=CC=C5)NC(=O)OC(C)(C)C)O)O)OC(=O)C6=CC=CC=C6)(CO4)OC(=O)C)O)C)O. Drug 2: CC(C)NC(=O)C1=CC=C(C=C1)CNNC.Cl. Cell line: SNB-75. Synergy scores: CSS=19.0, Synergy_ZIP=-4.18, Synergy_Bliss=-4.57, Synergy_Loewe=-42.9, Synergy_HSA=-4.51. (8) Drug 1: COC1=CC(=CC(=C1O)OC)C2C3C(COC3=O)C(C4=CC5=C(C=C24)OCO5)OC6C(C(C7C(O6)COC(O7)C8=CC=CS8)O)O. Drug 2: CCC1=C2CN3C(=CC4=C(C3=O)COC(=O)C4(CC)O)C2=NC5=C1C=C(C=C5)O. Cell line: COLO 205. Synergy scores: CSS=50.8, Synergy_ZIP=-6.39, Synergy_Bliss=-7.80, Synergy_Loewe=-2.88, Synergy_HSA=-1.10. (9) Synergy scores: CSS=18.0, Synergy_ZIP=-1.02, Synergy_Bliss=5.55, Synergy_Loewe=-6.79, Synergy_HSA=1.36. Drug 1: CC1OCC2C(O1)C(C(C(O2)OC3C4COC(=O)C4C(C5=CC6=C(C=C35)OCO6)C7=CC(=C(C(=C7)OC)O)OC)O)O. Drug 2: COC1=NC(=NC2=C1N=CN2C3C(C(C(O3)CO)O)O)N. Cell line: MDA-MB-435. (10) Drug 1: CC1OCC2C(O1)C(C(C(O2)OC3C4COC(=O)C4C(C5=CC6=C(C=C35)OCO6)C7=CC(=C(C(=C7)OC)O)OC)O)O. Drug 2: CC1=CC2C(CCC3(C2CCC3(C(=O)C)OC(=O)C)C)C4(C1=CC(=O)CC4)C. Cell line: NCI/ADR-RES. Synergy scores: CSS=5.29, Synergy_ZIP=5.73, Synergy_Bliss=4.40, Synergy_Loewe=3.97, Synergy_HSA=3.99.